The task is: Regression/Classification. Given a drug SMILES string, predict its absorption, distribution, metabolism, or excretion properties. Task type varies by dataset: regression for continuous measurements (e.g., permeability, clearance, half-life) or binary classification for categorical outcomes (e.g., BBB penetration, CYP inhibition). Dataset: cyp2c19_veith.. This data is from CYP2C19 inhibition data for predicting drug metabolism from PubChem BioAssay. (1) The result is 1 (inhibitor). The molecule is Cc1cc(O)c(/C=N/Nc2cccc(Cl)c2)c(=O)o1. (2) The compound is CCCN(C/C=C\I)[C@@H]1CCc2cccc(O)c2C1. The result is 0 (non-inhibitor). (3) The drug is CC(=O)NC1=NC(=O)C(C)S1. The result is 0 (non-inhibitor).